Predict the reaction yield, written as a fraction of the theoretical maximum amount of product (1.0 means a 100% yield; for example, 0.34 means a 34% yield). From a dataset of Reaction yield outcomes from USPTO patents with 853,638 reactions. (1) The reactants are [NH2:1][C:2]1[N:3]=[CH:4][C:5]2[CH2:6][C:7](=[O:24])[NH:8][C:9]3[CH:16]=[C:15]([Cl:17])[C:14]([C:18]#[C:19][CH2:20][N:21]([CH3:23])[CH3:22])=[CH:13][C:10]=3[C:11]=2[N:12]=1. The catalyst is O.C1COCC1.[Ni]. The product is [NH2:1][C:2]1[N:3]=[CH:4][C:5]2[CH2:6][C:7](=[O:24])[NH:8][C:9]3[CH:16]=[C:15]([Cl:17])[C:14]([CH2:18][CH2:19][CH2:20][N:21]([CH3:22])[CH3:23])=[CH:13][C:10]=3[C:11]=2[N:12]=1. The yield is 0.520. (2) The reactants are [Cl:1][C:2]1[C:11]2[C:6](=[CH:7][C:8]([O:12][CH3:13])=[CH:9][CH:10]=2)[C:5]([N:14]2[CH2:19][CH2:18][NH:17][CH2:16][CH2:15]2)=[CH:4][N:3]=1.FC(F)(F)S(O[CH2:26][CH:27]([F:29])[F:28])(=O)=O.C(=O)([O-])[O-].[Na+].[Na+]. The catalyst is CN(C=O)C.O. The product is [Cl:1][C:2]1[C:11]2[C:6](=[CH:7][C:8]([O:12][CH3:13])=[CH:9][CH:10]=2)[C:5]([N:14]2[CH2:19][CH2:18][N:17]([CH2:26][CH:27]([F:29])[F:28])[CH2:16][CH2:15]2)=[CH:4][N:3]=1. The yield is 0.159. (3) The reactants are [NH:1]1[CH:5]=[CH:4][N:3]=[C:2]1[NH:6][C:7]([C:9]1[C:17]2[N:16]=[C:15]([NH:18][C:19]([C:21]3[CH:22]=[C:23]4[C:28](=[CH:29][CH:30]=3)[CH2:27][NH:26][CH2:25][CH2:24]4)=[O:20])[NH:14][C:13]=2[CH:12]=[CH:11][CH:10]=1)=[O:8].[C:31]1([S:37](Cl)(=[O:39])=[O:38])[CH:36]=[CH:35][CH:34]=[CH:33][CH:32]=1.C(N(CC)CC)C.O.NN. The catalyst is CN(C=O)C.O. The product is [NH:3]1[CH:4]=[CH:5][N:1]=[C:2]1[NH:6][C:7]([C:9]1[C:17]2[N:16]=[C:15]([NH:18][C:19]([C:21]3[CH:22]=[C:23]4[C:28](=[CH:29][CH:30]=3)[CH2:27][N:26]([S:37]([C:31]3[CH:36]=[CH:35][CH:34]=[CH:33][CH:32]=3)(=[O:39])=[O:38])[CH2:25][CH2:24]4)=[O:20])[NH:14][C:13]=2[CH:12]=[CH:11][CH:10]=1)=[O:8]. The yield is 0.650. (4) The reactants are Br[C:2]1[S:6][C:5]([C:7]([C:9]2[CH:18]=[CH:17][C:12]([C:13]([O:15][CH3:16])=[O:14])=[CH:11][CH:10]=2)=[CH2:8])=[N:4][CH:3]=1.[CH3:19][C:20]1[CH:21]=[C:22]([NH:35][C:36]2[N:41]=[C:40]([C:42]([F:45])([F:44])[F:43])[CH:39]=[CH:38][N:37]=2)[CH:23]=[C:24](B2OC(C)(C)C(C)(C)O2)[CH:25]=1.C(=O)([O-])[O-].[Cs+].[Cs+].CC(C1C=C(C(C)C)C(C2C=CC=CC=2P(C2CCCCC2)C2CCCCC2)=C(C(C)C)C=1)C. The catalyst is C1C=CC(/C=C/C(/C=C/C2C=CC=CC=2)=O)=CC=1.C1C=CC(/C=C/C(/C=C/C2C=CC=CC=2)=O)=CC=1.C1C=CC(/C=C/C(/C=C/C2C=CC=CC=2)=O)=CC=1.[Pd].[Pd]. The product is [CH3:19][C:20]1[CH:25]=[C:24]([C:2]2[S:6][C:5]([C:7]([C:9]3[CH:18]=[CH:17][C:12]([C:13]([O:15][CH3:16])=[O:14])=[CH:11][CH:10]=3)=[CH2:8])=[N:4][CH:3]=2)[CH:23]=[C:22]([NH:35][C:36]2[N:41]=[C:40]([C:42]([F:45])([F:43])[F:44])[CH:39]=[CH:38][N:37]=2)[CH:21]=1. The yield is 0.299. (5) The reactants are [Cl:1][C:2]1[CH:21]=[CH:20][C:5]([CH2:6][N:7]2[CH:12]=[N:11][C:10]([N:13]3[CH2:18][CH2:17][NH:16][CH2:15][CH2:14]3)=[N:9][C:8]2=[O:19])=[CH:4][CH:3]=1.[CH3:22][C:23]([CH3:28])([CH3:27])[CH2:24][CH:25]=O.C(O[BH-](OC(=O)C)OC(=O)C)(=O)C.[Na+].O.C(=O)(O)[O-].[Na+]. The catalyst is C(OCC)(=O)C.ClCCl. The product is [Cl:1][C:2]1[CH:21]=[CH:20][C:5]([CH2:6][N:7]2[CH:12]=[N:11][C:10]([N:13]3[CH2:18][CH2:17][N:16]([CH2:25][CH2:24][C:23]([CH3:28])([CH3:27])[CH3:22])[CH2:15][CH2:14]3)=[N:9][C:8]2=[O:19])=[CH:4][CH:3]=1. The yield is 0.280. (6) The reactants are Cl.[Cl:2][C:3]1[CH:23]=[CH:22][C:6]([C:7]([N:9]2[CH2:14][CH2:13][N:12](C(OC(C)(C)C)=O)[CH2:11][CH2:10]2)=[O:8])=[CH:5][C:4]=1[N:24]([CH3:50])[C:25]([C:27]1[S:49][C:30]2[C:31]3[CH:39]=[CH:38][C:37]([C:40](=[O:48])[NH:41][CH2:42][CH2:43][S:44]([CH3:47])(=[O:46])=[O:45])=[CH:36][C:32]=3[O:33][CH2:34][CH2:35][C:29]=2[CH:28]=1)=[O:26]. The catalyst is CCOC(C)=O. The product is [Cl:2][C:3]1[CH:23]=[CH:22][C:6]([C:7]([N:9]2[CH2:14][CH2:13][NH:12][CH2:11][CH2:10]2)=[O:8])=[CH:5][C:4]=1[N:24]([CH3:50])[C:25]([C:27]1[S:49][C:30]2[C:31]3[CH:39]=[CH:38][C:37]([C:40]([NH:41][CH2:42][CH2:43][S:44]([CH3:47])(=[O:45])=[O:46])=[O:48])=[CH:36][C:32]=3[O:33][CH2:34][CH2:35][C:29]=2[CH:28]=1)=[O:26]. The yield is 0.550. (7) The reactants are C[O:2][C:3](=[O:14])[C:4]1[CH:9]=[CH:8][C:7]([C:10](=[NH:13])[NH:11][OH:12])=[CH:6][CH:5]=1.[C:15](OC(=O)C)(=O)[CH3:16]. The catalyst is ClCCl. The product is [CH3:15][C:16]1[O:12][N:11]=[C:10]([C:7]2[CH:8]=[CH:9][C:4]([C:3]([OH:2])=[O:14])=[CH:5][CH:6]=2)[N:13]=1. The yield is 0.930. (8) The reactants are CS(C)=O.C(Cl)(=O)C(Cl)=O.[OH:11][CH:12]1[C:16]2[N:17]=[CH:18][N:19]=[C:20]([N:21]3[CH2:26][CH2:25][N:24]([C:27]([O:29][C:30]([CH3:33])([CH3:32])[CH3:31])=[O:28])[CH2:23][CH2:22]3)[C:15]=2[C@H:14]([CH3:34])[CH2:13]1.C(N(CC)CC)C. The catalyst is C(Cl)Cl.CCOC(C)=O.O. The product is [CH3:34][C@H:14]1[C:15]2[C:20]([N:21]3[CH2:26][CH2:25][N:24]([C:27]([O:29][C:30]([CH3:33])([CH3:32])[CH3:31])=[O:28])[CH2:23][CH2:22]3)=[N:19][CH:18]=[N:17][C:16]=2[C:12](=[O:11])[CH2:13]1. The yield is 0.823.